Dataset: Reaction yield outcomes from USPTO patents with 853,638 reactions. Task: Predict the reaction yield, written as a fraction of the theoretical maximum amount of product (1.0 means a 100% yield; for example, 0.34 means a 34% yield). (1) The reactants are [NH2:1][C:2]1[CH:7]=[CH:6][C:5]([CH:8]2[CH2:12][CH2:11][N:10]([C:13]([O:15][C:16]([CH3:19])([CH3:18])[CH3:17])=[O:14])[CH2:9]2)=[CH:4][CH:3]=1.C1C(=O)N([Cl:27])C(=O)C1.CCOC(C)=O. The catalyst is CN(C=O)C. The product is [NH2:1][C:2]1[CH:3]=[CH:4][C:5]([CH:8]2[CH2:12][CH2:11][N:10]([C:13]([O:15][C:16]([CH3:19])([CH3:18])[CH3:17])=[O:14])[CH2:9]2)=[CH:6][C:7]=1[Cl:27]. The yield is 0.510. (2) The reactants are [Cl:1][C:2]1[CH:9]=[C:8]([C:10]2[CH:14]=[CH:13][NH:12][N:11]=2)[CH:7]=[CH:6][C:3]=1[C:4]#[N:5].O[CH2:16][CH:17]([NH:21]C(=O)OC(C)(C)C)[CH:18]([CH3:20])[CH3:19]. No catalyst specified. The product is [NH2:21][CH:17]([CH:18]([CH3:20])[CH3:19])[CH2:16][N:12]1[CH:13]=[CH:14][C:10]([C:8]2[CH:7]=[CH:6][C:3]([C:4]#[N:5])=[C:2]([Cl:1])[CH:9]=2)=[N:11]1. The yield is 0.220. (3) The reactants are [CH3:1][NH:2][C:3](=[O:43])[CH2:4][C:5]1[CH:42]=[CH:41][CH:40]=[CH:39][C:6]=1[CH2:7][CH2:8][C:9]1[C:14]([C:15]([F:18])([F:17])[F:16])=[CH:13][N:12]=[C:11]([NH:19][C:20]2[CH:25]=[CH:24][C:23]([N:26]3[CH2:31][CH2:30][N:29](C(OC(C)(C)C)=O)[CH2:28][CH2:27]3)=[CH:22][CH:21]=2)[N:10]=1.FC(F)(F)C(O)=O. The catalyst is C(Cl)Cl. The product is [CH3:1][NH:2][C:3](=[O:43])[CH2:4][C:5]1[CH:42]=[CH:41][CH:40]=[CH:39][C:6]=1[CH2:7][CH2:8][C:9]1[C:14]([C:15]([F:18])([F:16])[F:17])=[CH:13][N:12]=[C:11]([NH:19][C:20]2[CH:21]=[CH:22][C:23]([N:26]3[CH2:31][CH2:30][NH:29][CH2:28][CH2:27]3)=[CH:24][CH:25]=2)[N:10]=1. The yield is 0.940. (4) The reactants are [C:1]([CH2:4][CH2:5][C:6]1[C:7]([CH3:13])=[C:8]([CH:11]=O)[NH:9][CH:10]=1)([OH:3])=[O:2].[CH3:14][O:15][C:16]1[CH:17]=[C:18]([C:22]2[CH:30]=[C:29]3[C:25]([CH2:26][C:27](=[O:31])[NH:28]3)=[CH:24][CH:23]=2)[CH:19]=[CH:20][CH:21]=1. The catalyst is N1CCCCC1.C(O)C. The product is [CH3:14][O:15][C:16]1[CH:17]=[C:18]([C:22]2[CH:30]=[C:29]3[C:25]([C:26](=[CH:11][C:8]4[NH:9][CH:10]=[C:6]([CH2:5][CH2:4][C:1]([OH:3])=[O:2])[C:7]=4[CH3:13])[C:27](=[O:31])[NH:28]3)=[CH:24][CH:23]=2)[CH:19]=[CH:20][CH:21]=1. The yield is 0.970. (5) The reactants are [Cl:1][C:2]1[CH:3]=[C:4]([C@@H:12]([CH2:22][CH:23]2[CH2:27][CH2:26][CH:25]([OH:28])[CH2:24]2)[C:13]([NH:15][C:16]2[CH:21]=[N:20][CH:19]=[CH:18][N:17]=2)=[O:14])[CH:5]=[CH:6][C:7]=1[S:8]([CH3:11])(=[O:10])=[O:9].CC(OI1(OC(C)=O)(OC(C)=O)OC(=O)C2C=CC=CC1=2)=O. The catalyst is C(Cl)Cl. The product is [Cl:1][C:2]1[CH:3]=[C:4]([C@@H:12]([CH2:22][CH:23]2[CH2:27][CH2:26][C:25](=[O:28])[CH2:24]2)[C:13]([NH:15][C:16]2[CH:21]=[N:20][CH:19]=[CH:18][N:17]=2)=[O:14])[CH:5]=[CH:6][C:7]=1[S:8]([CH3:11])(=[O:9])=[O:10]. The yield is 0.750. (6) The reactants are Cl.[F:2][C:3]1([F:9])[CH:8]=C[CH:6]=[N:5][CH2:4]1.Cl[C:11]1[CH:16]=[C:15]([CH:17]2[CH2:22][CH2:21][N:20]([C:23]([O:25][C:26]([CH3:29])([CH3:28])[CH3:27])=[O:24])[CH2:19][CH2:18]2)[CH:14]=[C:13]([Cl:30])[N:12]=1.C(N(CC)C(C)C)(C)C. The catalyst is CN1CCCC1=O.C(OCC)(=O)C. The product is [Cl:30][C:13]1[CH:14]=[C:15]([CH:17]2[CH2:22][CH2:21][N:20]([C:23]([O:25][C:26]([CH3:29])([CH3:28])[CH3:27])=[O:24])[CH2:19][CH2:18]2)[CH:16]=[C:11]([N:5]2[CH2:6][CH2:8][C:3]([F:2])([F:9])[CH2:4]2)[N:12]=1. The yield is 0.470. (7) The reactants are C([O:3][C:4]([C:6]1[S:7][C:8]([S:17]([CH3:20])(=[O:19])=[O:18])=[C:9]2[C:14]=1[N:13]=[C:12]([CH3:15])[NH:11][C:10]2=[O:16])=[O:5])C.[OH-].[Na+].Cl. The catalyst is C1COCC1. The product is [CH3:20][S:17]([C:8]1[S:7][C:6]([C:4]([OH:5])=[O:3])=[C:14]2[C:9]=1[C:10](=[O:16])[NH:11][C:12]([CH3:15])=[N:13]2)(=[O:19])=[O:18]. The yield is 0.900.